Task: Predict the reaction yield, written as a fraction of the theoretical maximum amount of product (1.0 means a 100% yield; for example, 0.34 means a 34% yield).. Dataset: Reaction yield outcomes from USPTO patents with 853,638 reactions (1) The reactants are Cl[C:2]1[C:7]([N+:8]([O-:10])=[O:9])=[CH:6][C:5]([C:11]([F:14])([F:13])[F:12])=[CH:4][N:3]=1.[CH3:15][N:16]1C(=O)CCC1.C([Cu])#N. The catalyst is CCOC(C)=O. The product is [N+:8]([C:7]1[C:2]([C:15]#[N:16])=[N:3][CH:4]=[C:5]([C:11]([F:14])([F:13])[F:12])[CH:6]=1)([O-:10])=[O:9]. The yield is 0.337. (2) The reactants are [OH:1][C:2]1[C:11]2[C:10]([CH3:13])([CH3:12])[CH2:9][CH2:8][C:7]([CH3:15])([CH3:14])[C:6]=2[CH:5]=[C:4]([Se:16][C:17]#[C:18][C:19]2[CH:28]=[CH:27][C:22]([C:23]([O:25][CH3:26])=[O:24])=[CH:21][CH:20]=2)[CH:3]=1.[C:29](=O)([O-])[O-].[K+].[K+].BrC[C:37]1[CH:46]=[CH:45][C:44]2[C:39](=[CH:40][CH:41]=[CH:42][CH:43]=2)[CH:38]=1. No catalyst specified. The product is [CH3:26][O:25][C:23](=[O:24])[C:22]1[CH:27]=[CH:28][C:19]([C:18]#[C:17][Se:16][C:4]2[CH:3]=[C:2]([O:1][CH2:29][C:40]3[C:39]4[C:44](=[CH:45][CH:46]=[CH:37][CH:38]=4)[CH:43]=[CH:42][CH:41]=3)[C:11]3[C:10]([CH3:12])([CH3:13])[CH2:9][CH2:8][C:7]([CH3:14])([CH3:15])[C:6]=3[CH:5]=2)=[CH:20][CH:21]=1. The yield is 0.830. (3) The reactants are [Si:1]([O:8][CH2:9][C@@H:10]([NH:15][CH3:16])[CH2:11][CH2:12][CH2:13][OH:14])([C:4]([CH3:7])([CH3:6])[CH3:5])([CH3:3])[CH3:2].[F:17][C:18]1[C:37]([F:38])=[CH:36][CH:35]=[CH:34][C:19]=1[CH2:20][NH:21][C:22](=[O:33])OC1C=CC([N+]([O-])=O)=CC=1. The catalyst is C1COCC1. The product is [Si:1]([O:8][CH2:9][C@@H:10]([N:15]([CH3:16])[C:22]([NH:21][CH2:20][C:19]1[CH:34]=[CH:35][CH:36]=[C:37]([F:38])[C:18]=1[F:17])=[O:33])[CH2:11][CH2:12][CH2:13][OH:14])([C:4]([CH3:7])([CH3:6])[CH3:5])([CH3:3])[CH3:2]. The yield is 0.760. (4) The yield is 0.570. The catalyst is C(Cl)(Cl)Cl. The product is [C:1]([C:9]1[C:10](=[O:19])[N:11]([CH3:18])[C:12](=[O:17])[N:13]([CH3:16])[C:14]=1[CH2:15][Br:20])(=[O:8])[C:2]1[CH:7]=[CH:6][CH:5]=[CH:4][CH:3]=1. The reactants are [C:1]([C:9]1[C:10](=[O:19])[N:11]([CH3:18])[C:12](=[O:17])[N:13]([CH3:16])[C:14]=1[CH3:15])(=[O:8])[C:2]1[CH:7]=[CH:6][CH:5]=[CH:4][CH:3]=1.[Br:20]Br. (5) The reactants are CS([O:5][CH2:6][CH2:7][CH2:8][N:9]1[CH:13]=[CH:12][CH:11]=[N:10]1)(=O)=O.C(=O)([O-])[O-].[Cs+].[Cs+].[F:20][C:21]1[CH:22]=[CH:23][C:24]([CH2:47][CH2:48][C:49]2[CH:54]=[CH:53][C:52](O)=[CH:51][C:50]=2[CH3:56])=[C:25]([C:27]2[N:32]=[C:31]([N:33]3[C:37]([C:38]([F:41])([F:40])[F:39])=[C:36]([C:42]([O:44][CH2:45][CH3:46])=[O:43])[CH:35]=[N:34]3)[CH:30]=[CH:29][CH:28]=2)[CH:26]=1. The catalyst is C(#N)C.O. The product is [N:9]1([CH2:8][CH2:7][CH2:6][O:5][C:52]2[CH:53]=[CH:54][C:49]([CH2:48][CH2:47][C:24]3[CH:23]=[CH:22][C:21]([F:20])=[CH:26][C:25]=3[C:27]3[N:32]=[C:31]([N:33]4[C:37]([C:38]([F:41])([F:40])[F:39])=[C:36]([C:42]([O:44][CH2:45][CH3:46])=[O:43])[CH:35]=[N:34]4)[CH:30]=[CH:29][CH:28]=3)=[C:50]([CH3:56])[CH:51]=2)[CH:13]=[CH:12][CH:11]=[N:10]1. The yield is 0.0694.